Dataset: Full USPTO retrosynthesis dataset with 1.9M reactions from patents (1976-2016). Task: Predict the reactants needed to synthesize the given product. (1) Given the product [C:6]([CH:7]([CH2:15][CH2:16][CH:17]([CH3:19])[CH3:18])[C:8]([O:10][CH2:11][CH3:12])=[O:9])(=[O:5])[CH3:13], predict the reactants needed to synthesize it. The reactants are: CC[O-].[Na+].[O:5]=[C:6]([CH3:13])[CH2:7][C:8]([O:10][CH2:11][CH3:12])=[O:9].Br[CH2:15][CH2:16][CH:17]([CH3:19])[CH3:18]. (2) Given the product [C:3]1([C:9]2[CH:10]=[CH:11][C:12]3[C:22]4([C:35]5[CH:34]=[CH:33][CH:32]=[CH:31][C:30]=5[O:29][C:28]5[C:23]4=[CH:24][CH:25]=[CH:26][CH:27]=5)[C:21]4[C:16](=[CH:17][C:18]([C:36]5[CH:37]=[CH:38][CH:39]=[CH:40][CH:41]=5)=[CH:19][CH:20]=4)[N:15]([C:43]4[N:44]=[C:45]([C:55]5[CH:60]=[CH:59][CH:58]=[CH:57][CH:56]=5)[CH:46]=[C:47]([C:49]5[CH:50]=[CH:51][CH:52]=[CH:53][CH:54]=5)[N:48]=4)[C:13]=3[CH:14]=2)[CH:4]=[CH:5][CH:6]=[CH:7][CH:8]=1, predict the reactants needed to synthesize it. The reactants are: [H-].[Na+].[C:3]1([C:9]2[CH:10]=[CH:11][C:12]3[C:22]4([C:35]5[CH:34]=[CH:33][CH:32]=[CH:31][C:30]=5[O:29][C:28]5[C:23]4=[CH:24][CH:25]=[CH:26][CH:27]=5)[C:21]4[C:16](=[CH:17][C:18]([C:36]5[CH:41]=[CH:40][CH:39]=[CH:38][CH:37]=5)=[CH:19][CH:20]=4)[NH:15][C:13]=3[CH:14]=2)[CH:8]=[CH:7][CH:6]=[CH:5][CH:4]=1.Cl[C:43]1[N:48]=[C:47]([C:49]2[CH:54]=[CH:53][CH:52]=[CH:51][CH:50]=2)[CH:46]=[C:45]([C:55]2[CH:60]=[CH:59][CH:58]=[CH:57][CH:56]=2)[N:44]=1. (3) Given the product [CH:1]1([C:7]2[C:8]([O:22][CH2:23][C:24]([F:26])([F:27])[F:25])=[N:9][CH:10]=[C:11]([CH:21]=2)[C:12]([NH:14][C:15]2[CH:16]=[N:17][CH:18]=[CH:19][CH:20]=2)=[O:13])[CH2:2][CH2:3][CH2:4][CH2:5][CH2:6]1, predict the reactants needed to synthesize it. The reactants are: [C:1]1([C:7]2[C:8]([O:22][CH2:23][C:24]([F:27])([F:26])[F:25])=[N:9][CH:10]=[C:11]([CH:21]=2)[C:12]([NH:14][C:15]2[CH:16]=[N:17][CH:18]=[CH:19][CH:20]=2)=[O:13])[CH2:6][CH2:5][CH2:4][CH2:3][CH:2]=1.